Dataset: Forward reaction prediction with 1.9M reactions from USPTO patents (1976-2016). Task: Predict the product of the given reaction. (1) The product is: [CH3:22][C:18]1[CH:19]=[C:20]([CH3:21])[N:16]([CH2:15][C:14]([N:11]2[CH2:12][CH2:13][N:8]([C:3]3[CH:4]=[CH:5][CH:6]=[CH:7][C:2]=3[NH:1][C:33](=[O:40])[C:34]3[CH:39]=[CH:38][CH:37]=[CH:36][CH:35]=3)[CH2:9][CH2:10]2)=[O:23])[N:17]=1. Given the reactants [NH2:1][C:2]1[CH:7]=[CH:6][CH:5]=[CH:4][C:3]=1[N:8]1[CH2:13][CH2:12][N:11]([C:14](=[O:23])[CH2:15][N:16]2[C:20]([CH3:21])=[CH:19][C:18]([CH3:22])=[N:17]2)[CH2:10][CH2:9]1.C(N(C(C)C)CC)(C)C.[C:33](Cl)(=[O:40])[C:34]1[CH:39]=[CH:38][CH:37]=[CH:36][CH:35]=1, predict the reaction product. (2) Given the reactants [NH:1]1[CH2:12][CH2:11][CH2:10][CH2:9][CH2:8][CH2:7][CH2:6][CH2:5][CH2:4][CH2:3][C:2]1=O.F[B-](F)(F)F.C([O+](CC)CC)C.C(=O)(O)[O-].[Na+].[CH3:31][O:32][CH:33]([O:36][CH3:37])[CH2:34][NH2:35], predict the reaction product. The product is: [NH:1]1[CH2:12][CH2:11][CH2:10][CH2:9][CH2:8][CH2:7][CH2:6][CH2:5][CH2:4][CH2:3][C:2]1=[N:35][CH2:34][CH:33]([O:36][CH3:37])[O:32][CH3:31].